From a dataset of Reaction yield outcomes from USPTO patents with 853,638 reactions. Predict the reaction yield, written as a fraction of the theoretical maximum amount of product (1.0 means a 100% yield; for example, 0.34 means a 34% yield). (1) The reactants are [Cl:1][C:2]1[CH:7]=[CH:6][C:5]([C:8]([C:10]2[C:14]([CH3:15])=[C:13]([CH3:16])[S:12][CH:11]=2)=[O:9])=[CH:4][CH:3]=1.[Br:17]N1C(=O)CCC1=O. The catalyst is CN(C=O)C. The product is [Br:17][C:11]1[S:12][C:13]([CH3:16])=[C:14]([CH3:15])[C:10]=1[C:8]([C:5]1[CH:4]=[CH:3][C:2]([Cl:1])=[CH:7][CH:6]=1)=[O:9]. The yield is 0.920. (2) The reactants are C([O:3][C:4]([C:6]1[S:7][C:8]2[CH2:9][CH2:10][O:11][C:12]3[CH:19]=[CH:18][C:17]([F:20])=[CH:16][C:13]=3[C:14]=2[N:15]=1)=[O:5])C.[OH-].[Li+]. The catalyst is C1COCC1. The product is [F:20][C:17]1[CH:18]=[CH:19][C:12]2[O:11][CH2:10][CH2:9][C:8]3[S:7][C:6]([C:4]([OH:5])=[O:3])=[N:15][C:14]=3[C:13]=2[CH:16]=1. The yield is 1.00. (3) The reactants are [CH:1]1([CH2:4][OH:5])[CH2:3][CH2:2]1.[H-].[Na+].F[C:9]1[CH:14]=[C:13]([F:15])[CH:12]=[CH:11][C:10]=1[N+:16]([O-:18])=[O:17]. The catalyst is C1COCC1. The product is [CH:1]1([CH2:4][O:5][C:9]2[CH:14]=[C:13]([F:15])[CH:12]=[CH:11][C:10]=2[N+:16]([O-:18])=[O:17])[CH2:3][CH2:2]1. The yield is 0.860. (4) The reactants are [Br:1][C:2]1[C:3]([F:12])=[C:4]2[C:10]([NH2:11])=[CH:9][NH:8][C:5]2=[N:6][CH:7]=1.[CH3:13][N:14]1[C:19](=[O:20])[CH:18]=[CH:17][C:16]([C:21](O)=[O:22])=[CH:15]1.C1N(P(Cl)(N2C(=O)OCC2)=O)C(=O)OC1.[Li+].[OH-]. The catalyst is C(Cl)Cl.O. The product is [Br:1][C:2]1[C:3]([F:12])=[C:4]2[C:10]([NH:11][C:21]([C:16]3[CH:17]=[CH:18][C:19](=[O:20])[N:14]([CH3:13])[CH:15]=3)=[O:22])=[CH:9][NH:8][C:5]2=[N:6][CH:7]=1. The yield is 0.690. (5) The reactants are C([O:4][C:5]1[CH:10]=[CH:9][C:8]([C:11]2[S:12](=[O:23])(=[O:22])[C:13]3[C:18]([C:19](=[O:21])[CH:20]=2)=[CH:17][CH:16]=[CH:15][CH:14]=3)=[CH:7][CH:6]=1)(=O)C.C1COCC1.C([O-])([O-])=O.[K+].[K+].Cl. The catalyst is CO. The product is [OH:4][C:5]1[CH:10]=[CH:9][C:8]([C:11]2[S:12](=[O:23])(=[O:22])[C:13]3[C:18]([C:19](=[O:21])[CH:20]=2)=[CH:17][CH:16]=[CH:15][CH:14]=3)=[CH:7][CH:6]=1. The yield is 0.590. (6) The reactants are Br[C:2]1[C:3]2[N:4]([C:9]([C:19]3[CH:24]=[CH:23][N:22]=[C:21]([OH:25])[N:20]=3)=[C:10]([C:12]3[CH:17]=[CH:16][CH:15]=[C:14]([CH3:18])[N:13]=3)[N:11]=2)[CH:5]=[C:6]([CH3:8])[CH:7]=1.[N:26]1[CH:31]=[CH:30][CH:29]=[CH:28][C:27]=1[CH2:32][CH2:33][NH2:34].CC([O-])(C)C.[Na+].C1(P(C2CCCCC2)C2C=CC=CC=2C2C=CC=CC=2N(C)C)CCCCC1. The catalyst is O1CCOCC1.CC([O-])=O.CC([O-])=O.[Pd+2]. The product is [CH3:8][C:6]1[CH:7]=[C:2]([NH:34][CH2:33][CH2:32][C:27]2[CH:28]=[CH:29][CH:30]=[CH:31][N:26]=2)[C:3]2[N:4]([C:9]([C:19]3[CH:24]=[CH:23][N:22]=[C:21]([OH:25])[N:20]=3)=[C:10]([C:12]3[CH:17]=[CH:16][CH:15]=[C:14]([CH3:18])[N:13]=3)[N:11]=2)[CH:5]=1. The yield is 0.0500. (7) The reactants are [OH:1][C:2]1[N:9]=[C:8]([CH3:10])[CH:7]=[C:6](O)[C:3]=1[C:4]#[N:5].P(Cl)(Cl)([Cl:14])=O. The catalyst is C(#N)C.[Cl-].C([N+](CC)(CC)CC)C1C=CC=CC=1. The product is [Cl:14][C:6]1[C:3]([C:4]#[N:5])=[C:2]([OH:1])[N:9]=[C:8]([CH3:10])[CH:7]=1. The yield is 0.240.